From a dataset of M1 muscarinic receptor antagonist screen with 61,756 compounds. Binary Classification. Given a drug SMILES string, predict its activity (active/inactive) in a high-throughput screening assay against a specified biological target. (1) The drug is O=c1[nH]n(C(CCCCC)C)c2nc(cc(c12)C)C. The result is 0 (inactive). (2) The drug is OC1=C(C(N(CCCN(C)C)C1=O)c1ccccc1)C(=O)c1oc2c(c1)cccc2. The result is 0 (inactive).